This data is from Full USPTO retrosynthesis dataset with 1.9M reactions from patents (1976-2016). The task is: Predict the reactants needed to synthesize the given product. (1) Given the product [CH3:72][N:55]([CH3:54])[C:56]1([C:66]2[CH:67]=[N:68][CH:69]=[CH:70][CH:71]=2)[CH2:57][CH2:58][CH:59]([CH2:62][CH2:63][N:64]([CH3:65])[C:19](=[O:21])[CH2:18][O:17][CH2:16][CH2:15][N:13]([CH3:14])[S:10]([C:6]2[C:5]([CH3:22])=[CH:4][C:3]([O:2][CH3:1])=[CH:8][C:7]=2[CH3:9])(=[O:11])=[O:12])[CH2:60][CH2:61]1, predict the reactants needed to synthesize it. The reactants are: [CH3:1][O:2][C:3]1[CH:8]=[C:7]([CH3:9])[C:6]([S:10]([N:13]([CH2:15][CH2:16][O:17][CH2:18][C:19]([OH:21])=O)[CH3:14])(=[O:12])=[O:11])=[C:5]([CH3:22])[CH:4]=1.C(N(C(C)C)CC)(C)C.C1C=CC2N(O)N=NC=2C=1.CCN=C=NCCCN(C)C.Cl.[CH3:54][N:55]([CH3:72])[C:56]1([C:66]2[CH:67]=[N:68][CH:69]=[CH:70][CH:71]=2)[CH2:61][CH2:60][CH:59]([CH2:62][CH2:63][NH:64][CH3:65])[CH2:58][CH2:57]1. (2) Given the product [NH2:18][C:17]1[C:4]2[C:5](=[O:21])[N:6]([CH:8]([CH:13]3[CH2:15][CH2:14]3)[C:9]([F:12])([F:10])[F:11])[CH:7]=[C:2]([Br:1])[C:3]=2[NH:23][N:22]=1, predict the reactants needed to synthesize it. The reactants are: [Br:1][C:2]1[C:3](OC)=[C:4]([C:17]#[N:18])[C:5](=O)[N:6]([CH:8]([CH:13]2[CH2:15][CH2:14]2)[C:9]([F:12])([F:11])[F:10])[CH:7]=1.[OH2:21].[NH2:22][NH2:23]. (3) Given the product [CH3:30][N:29]([CH3:31])[C:27](=[O:28])[C:26]1[CH:32]=[CH:33][N:34]=[C:24]([C:10]2[C:11]3[C:12]([NH:17][CH:18]4[CH2:23][CH2:22][O:21][CH2:20][CH2:19]4)=[N:13][C:14]([CH3:37])=[CH:15][C:16]=3[NH:8][N:9]=2)[CH:25]=1, predict the reactants needed to synthesize it. The reactants are: COC1C=CC(C[N:8]2[C:16]3[CH:15]=[CH:14][N:13]=[C:12]([NH:17][CH:18]4[CH2:23][CH2:22][O:21][CH2:20][CH2:19]4)[C:11]=3[C:10]([C:24]3[CH:25]=[C:26]([CH:32]=[CH:33][N:34]=3)[C:27]([N:29]([CH3:31])[CH3:30])=[O:28])=[N:9]2)=CC=1.[C:37](O)(C(F)(F)F)=O. (4) Given the product [N:1]1([CH:12]2[CH2:17][CH2:16][N:15]([C:18]([O:20][C:21]([CH3:24])([CH3:23])[CH3:22])=[O:19])[CH2:14][CH2:13]2)[C:10]2[C:5](=[CH:6][CH:7]=[CH:8][CH:9]=2)[CH2:4][CH2:3][CH2:2]1, predict the reactants needed to synthesize it. The reactants are: [NH:1]1[C:10]2[C:5](=[CH:6][CH:7]=[CH:8][CH:9]=2)[CH2:4][CH2:3][CH2:2]1.O=[C:12]1[CH2:17][CH2:16][N:15]([C:18]([O:20][C:21]([CH3:24])([CH3:23])[CH3:22])=[O:19])[CH2:14][CH2:13]1.C(O[BH-](OC(=O)C)OC(=O)C)(=O)C.[Na+].C(O)(=O)C. (5) Given the product [OH:22][CH2:21][C:15]1([NH:14][C:12](=[O:13])[O:11][C:7]([CH3:9])([CH3:8])[CH3:10])[CH2:16][CH2:17][O:18][CH2:19][CH2:20]1, predict the reactants needed to synthesize it. The reactants are: ClC(OCC)=O.[C:7]([O:11][C:12]([NH:14][C:15]1([C:21](O)=[O:22])[CH2:20][CH2:19][O:18][CH2:17][CH2:16]1)=[O:13])([CH3:10])([CH3:9])[CH3:8].C(N(CC)CC)C.[BH4-].[Na+]. (6) Given the product [CH3:23][S:24]([C:27]1[CH:32]=[CH:31][C:30]([C:2]2[CH:3]=[CH:4][C:5]([O:8][CH2:9][CH:10]3[CH2:15][CH2:14][N:13]([C:16]([O:18][C:19]([CH3:22])([CH3:21])[CH3:20])=[O:17])[CH2:12][CH2:11]3)=[N:6][CH:7]=2)=[CH:29][CH:28]=1)(=[O:26])=[O:25], predict the reactants needed to synthesize it. The reactants are: Br[C:2]1[CH:3]=[CH:4][C:5]([O:8][CH2:9][CH:10]2[CH2:15][CH2:14][N:13]([C:16]([O:18][C:19]([CH3:22])([CH3:21])[CH3:20])=[O:17])[CH2:12][CH2:11]2)=[N:6][CH:7]=1.[CH3:23][S:24]([C:27]1[CH:32]=[CH:31][C:30](B(O)O)=[CH:29][CH:28]=1)(=[O:26])=[O:25].C([O-])([O-])=O.[Cs+].[Cs+]. (7) Given the product [CH2:26]([CH:30]1[CH2:35][CH2:34][N:33]([CH2:2][CH2:3][CH2:4][N:5]2[C:10]3[CH:11]=[C:12]([CH3:16])[CH:13]=[C:14]([CH3:15])[C:9]=3[O:8][CH2:7][C:6]2=[O:17])[CH2:32][CH2:31]1)[CH2:27][CH2:28][CH3:29], predict the reactants needed to synthesize it. The reactants are: Cl[CH2:2][CH2:3][CH2:4][N:5]1[C:10]2[CH:11]=[C:12]([CH3:16])[CH:13]=[C:14]([CH3:15])[C:9]=2[O:8][CH2:7][C:6]1=[O:17].C([O-])([O-])=O.[K+].[K+].[Na+].[I-].[CH2:26]([CH:30]1[CH2:35][CH2:34][NH:33][CH2:32][CH2:31]1)[CH2:27][CH2:28][CH3:29]. (8) Given the product [C:16]([O:19][C@@H:9]1[CH2:10][CH2:11][C:12]([F:15])([F:14])[C@H:13]1[NH:8][CH2:1][C:2]1[CH:7]=[CH:6][CH:5]=[CH:4][CH:3]=1)(=[O:18])[CH3:17], predict the reactants needed to synthesize it. The reactants are: [CH2:1]([N:8]1[CH:13]2[CH:9]1[CH2:10][CH2:11][C:12]2([F:15])[F:14])[C:2]1[CH:7]=[CH:6][CH:5]=[CH:4][CH:3]=1.[C:16]([OH:19])(=[O:18])[CH3:17]. (9) The reactants are: [Cl:1][C:2]1[C:11]2[C:6](=[CH:7][C:8]([O:26][CH3:27])=[C:9]([O:12][CH2:13][C@@H:14]3[CH2:18][CH2:17][CH2:16][N:15]3C(OC(C)(C)C)=O)[CH:10]=2)[N:5]=[CH:4][N:3]=1.[Cl:28][C:29]1[C:30]([F:36])=[C:31]([CH:33]=[CH:34][CH:35]=1)[NH2:32].Cl. Given the product [ClH:1].[Cl:28][C:29]1[C:30]([F:36])=[C:31]([CH:33]=[CH:34][CH:35]=1)[NH:32][C:2]1[C:11]2[C:6](=[CH:7][C:8]([O:26][CH3:27])=[C:9]([O:12][CH2:13][C@@H:14]3[CH2:18][CH2:17][CH2:16][NH:15]3)[CH:10]=2)[N:5]=[CH:4][N:3]=1, predict the reactants needed to synthesize it.